This data is from CYP3A4 substrate classification data from Carbon-Mangels et al.. The task is: Regression/Classification. Given a drug SMILES string, predict its absorption, distribution, metabolism, or excretion properties. Task type varies by dataset: regression for continuous measurements (e.g., permeability, clearance, half-life) or binary classification for categorical outcomes (e.g., BBB penetration, CYP inhibition). Dataset: cyp3a4_substrate_carbonmangels. (1) The drug is CC(C)(C)NC[C@H](O)COc1cccc2c1CCC(=O)N2. The result is 0 (non-substrate). (2) The molecule is CC(=O)[C@@]1(O)CC[C@H]2[C@@H]3C=C(Cl)C4=CC(=O)[C@@H]5C[C@@H]5[C@]4(C)[C@H]3CC[C@@]21C. The result is 1 (substrate). (3) The compound is CCCCCN(CCCOC)C(=O)[C@@H](CCC(=O)O)NC(=O)c1ccc(Cl)c(Cl)c1. The result is 0 (non-substrate). (4) The result is 0 (non-substrate). The compound is CCN1CCC[C@@H]1CNC(=O)c1cc(S(N)(=O)=O)ccc1OC. (5) The molecule is O=C(c1ccc(OCCN2CCCCC2)cc1)c1c(-c2ccc(O)cc2)sc2cc(O)ccc12. The result is 0 (non-substrate). (6) The compound is CCn1cc(C(=O)O)c(=O)c2cc(F)c(N3CCN(C)CC3)cc21. The result is 0 (non-substrate).